Dataset: Catalyst prediction with 721,799 reactions and 888 catalyst types from USPTO. Task: Predict which catalyst facilitates the given reaction. (1) Reactant: [Br:1][C:2]1[CH:3]=[C:4]([N+:9]([O-:11])=[O:10])[C:5](=O)[NH:6][CH:7]=1.P(Br)(Br)([Br:14])=O.N1C=CC=CC=1. Product: [Br:14][C:5]1[C:4]([N+:9]([O-:11])=[O:10])=[CH:3][C:2]([Br:1])=[CH:7][N:6]=1. The catalyst class is: 588. (2) Reactant: O[CH:2]([C:4]1[CH:5]=[C:6]([C:10]([O:12][CH3:13])=[O:11])[CH:7]=[CH:8][CH:9]=1)[CH3:3].P(Br)(Br)[Br:15]. Product: [Br:15][CH:2]([C:4]1[CH:5]=[C:6]([C:10]([O:12][CH3:13])=[O:11])[CH:7]=[CH:8][CH:9]=1)[CH3:3]. The catalyst class is: 11.